From a dataset of Reaction yield outcomes from USPTO patents with 853,638 reactions. Predict the reaction yield, written as a fraction of the theoretical maximum amount of product (1.0 means a 100% yield; for example, 0.34 means a 34% yield). (1) The reactants are C(OC/C=[C:7]1\[CH2:8][N:9]([C:21]([O:23][C:24]([CH3:27])([CH3:26])[CH3:25])=[O:22])[CH2:10][CH2:11][CH:12]\1[O:13][Si:14]([C:17]([CH3:20])([CH3:19])[CH3:18])([CH3:16])[CH3:15])(=O)C.[O:28]=[O+][O-]. The yield is 0.560. The catalyst is ClCCl. The product is [C:24]([O:23][C:21]([N:9]1[CH2:10][CH2:11][CH:12]([O:13][Si:14]([C:17]([CH3:19])([CH3:18])[CH3:20])([CH3:15])[CH3:16])[C:7](=[O:28])[CH2:8]1)=[O:22])([CH3:25])([CH3:27])[CH3:26]. (2) The yield is 0.690. The reactants are [NH2:1][C:2]1[CH:7]=[CH:6][C:5]([CH:8]2[C:17]([CH3:19])([CH3:18])[CH2:16][C:15]3[C:10](=[CH:11][CH:12]=[C:13]([C:20]([OH:22])=[O:21])[CH:14]=3)[NH:9]2)=[CH:4][CH:3]=1.[CH3:23][C:24]1[CH:29]=[CH:28][C:27]([S:30](Cl)(=[O:32])=[O:31])=[CH:26][CH:25]=1. The product is [CH3:19][C:17]1([CH3:18])[CH2:16][C:15]2[C:10](=[CH:11][CH:12]=[C:13]([C:20]([OH:22])=[O:21])[CH:14]=2)[NH:9][CH:8]1[C:5]1[CH:4]=[CH:3][C:2]([NH:1][S:30]([C:27]2[CH:28]=[CH:29][C:24]([CH3:23])=[CH:25][CH:26]=2)(=[O:32])=[O:31])=[CH:7][CH:6]=1. The catalyst is N1C=CC=CC=1. (3) The reactants are [CH3:1][N:2]1[C:6]([CH3:7])=[N:5][N:4]=[C:3]1[CH:8]1[C:17](=O)[C:16]2[C:15]([C:19]([O:21]CC)=O)=[CH:14][CH:13]=[CH:12][C:11]=2[NH:10][CH:9]1[C:24]1[CH:29]=[CH:28][C:27]([F:30])=[CH:26][CH:25]=1.O.[NH2:32][NH2:33]. The catalyst is CO. The product is [CH3:1][N:2]1[C:6]([CH3:7])=[N:5][N:4]=[C:3]1[CH:8]1[C:17]2=[N:32][NH:33][C:19](=[O:21])[C:15]3[CH:14]=[CH:13][CH:12]=[C:11]([C:16]=32)[NH:10][CH:9]1[C:24]1[CH:25]=[CH:26][C:27]([F:30])=[CH:28][CH:29]=1. The yield is 0.260. (4) The reactants are [Cl:1][C:2]1[CH:7]=[CH:6][C:5]([C:8]2[S:9][C:10]3[C:11](=[O:31])[N:12]([C:17]4[CH:22]=[CH:21][C:20]([O:23][CH:24]5[CH2:27][N:26]([CH3:28])[CH2:25]5)=[C:19]([O:29][CH3:30])[CH:18]=4)[CH2:13][CH2:14][C:15]=3[N:16]=2)=[CH:4][CH:3]=1.Cl.C(OCC)C. The catalyst is C(Cl)Cl. The product is [ClH:1].[Cl:1][C:2]1[CH:7]=[CH:6][C:5]([C:8]2[S:9][C:10]3[C:11](=[O:31])[N:12]([C:17]4[CH:22]=[CH:21][C:20]([O:23][CH:24]5[CH2:25][N:26]([CH3:28])[CH2:27]5)=[C:19]([O:29][CH3:30])[CH:18]=4)[CH2:13][CH2:14][C:15]=3[N:16]=2)=[CH:4][CH:3]=1. The yield is 0.920. (5) The reactants are [N:1]1[C:2]([CH2:10][CH2:11]O)=[CH:3][N:4]2[CH:9]=[CH:8][CH:7]=[CH:6][C:5]=12.O=S(Cl)[Cl:15]. The catalyst is C(Cl)Cl. The product is [Cl:15][CH2:11][CH2:10][C:2]1[N:1]=[C:5]2[CH:6]=[CH:7][CH:8]=[CH:9][N:4]2[CH:3]=1. The yield is 0.700.